From a dataset of Reaction yield outcomes from USPTO patents with 853,638 reactions. Predict the reaction yield, written as a fraction of the theoretical maximum amount of product (1.0 means a 100% yield; for example, 0.34 means a 34% yield). (1) The reactants are [NH2:1][CH:2]([C:6]1[CH:11]=[CH:10][C:9]([CH3:12])=[CH:8][CH:7]=1)[C:3]([OH:5])=[O:4].[OH-].[Na+].[C:15](O[C:15]([O:17][C:18]([CH3:21])([CH3:20])[CH3:19])=[O:16])([O:17][C:18]([CH3:21])([CH3:20])[CH3:19])=[O:16]. The catalyst is C1COCC1.O. The product is [C:18]([O:17][C:15]([NH:1][CH:2]([C:6]1[CH:11]=[CH:10][C:9]([CH3:12])=[CH:8][CH:7]=1)[C:3]([OH:5])=[O:4])=[O:16])([CH3:21])([CH3:20])[CH3:19]. The yield is 0.800. (2) The product is [C:7]([C:11]1[C:12]([N+:23]([O-:25])=[O:24])=[C:13]([OH:22])[C:14]([OH:21])=[C:15]([C:17]([CH3:18])([CH3:19])[CH3:20])[CH:16]=1)([CH3:8])([CH3:9])[CH3:10]. The yield is 0.740. The catalyst is CCOC(C)=O. The reactants are C1COCC1.O.[C:7]([C:11]1[CH:16]=[C:15]([C:17]([CH3:20])([CH3:19])[CH3:18])[C:14](=[O:21])[C:13](=[O:22])[C:12]=1[N+:23]([O-:25])=[O:24])([CH3:10])([CH3:9])[CH3:8].[O-]S(S([O-])=O)=O.[Na+].[Na+]. (3) The reactants are [CH2:1]([O:3][C:4](=[O:30])[CH:5]([O:7][P:8]([CH2:17][CH2:18][NH:19]C(OCC1C=CC=CC=1)=O)([O:10][C:11]1[CH:16]=[CH:15][CH:14]=[CH:13][CH:12]=1)=[O:9])[CH3:6])[CH3:2].C(O)(=O)C. The catalyst is C(O)C.[Pd]. The product is [C:4]([OH:30])(=[O:3])[CH3:5].[CH2:1]([O:3][C:4](=[O:30])[CH:5]([O:7][P:8]([CH2:17][CH2:18][NH2:19])([O:10][C:11]1[CH:16]=[CH:15][CH:14]=[CH:13][CH:12]=1)=[O:9])[CH3:6])[CH3:2]. The yield is 0.870. (4) The reactants are [F:1][C:2]([F:14])([F:13])[C:3]([NH:5][NH:6][C:7]1[CH:12]=[N:11][CH:10]=[CH:9][N:8]=1)=O.[NH4+].[OH-]. The catalyst is O. The product is [F:1][C:2]([F:14])([F:13])[C:3]1[N:8]2[CH:9]=[CH:10][N:11]=[CH:12][C:7]2=[N:6][N:5]=1. The yield is 0.320. (5) The reactants are C([O:8][C:9]1[CH:10]=[C:11]([CH:17]2[CH2:21][NH:20][C:19](=[O:22])[CH2:18]2)[CH:12]=[CH:13][C:14]=1[O:15][CH3:16])C1C=CC=CC=1.[H][H]. The catalyst is CO.C(Cl)Cl.[Pd]. The product is [OH:8][C:9]1[CH:10]=[C:11]([CH:17]2[CH2:21][NH:20][C:19](=[O:22])[CH2:18]2)[CH:12]=[CH:13][C:14]=1[O:15][CH3:16]. The yield is 0.990. (6) The reactants are [C:1]1([C:13]([NH:15][CH2:16][CH2:17][CH2:18][CH2:19][CH2:20][CH2:21][C:22]([OH:24])=O)=[O:14])[C:11]2=[C:12]3[C:7](=[CH:8][CH:9]=[CH:10]2)[CH2:6][CH2:5][CH2:4][N:3]3[CH:2]=1.Cl.[CH3:26][NH:27][O:28][CH3:29]. No catalyst specified. The product is [CH3:29][O:28][N:27]([CH3:26])[C:22](=[O:24])[CH2:21][CH2:20][CH2:19][CH2:18][CH2:17][CH2:16][NH:15][C:13]([C:1]1[C:11]2=[C:12]3[C:7](=[CH:8][CH:9]=[CH:10]2)[CH2:6][CH2:5][CH2:4][N:3]3[CH:2]=1)=[O:14]. The yield is 0.830. (7) The reactants are [CH2:1]([O:3][C:4]1[CH:12]=[CH:11][C:10]([S:13]([N:16]2[CH2:21][CH2:20][N:19]([CH3:22])[CH2:18][CH2:17]2)(=[O:15])=[O:14])=[CH:9][C:5]=1[C:6]([OH:8])=[O:7])[CH3:2].Cl.[CH2:24](O)[CH3:25]. No catalyst specified. The product is [CH2:1]([O:3][C:4]1[CH:12]=[CH:11][C:10]([S:13]([N:16]2[CH2:17][CH2:18][N:19]([CH3:22])[CH2:20][CH2:21]2)(=[O:15])=[O:14])=[CH:9][C:5]=1[C:6]([O:8][CH2:24][CH3:25])=[O:7])[CH3:2]. The yield is 0.455. (8) The reactants are Br[C:2]1[CH:3]=[N:4][N:5]([C:9]2[CH:24]=[CH:23][C:12]([C:13]([NH:15][CH2:16][CH:17]3[CH2:22][CH2:21][O:20][CH2:19][CH2:18]3)=[O:14])=[CH:11][N:10]=2)[C:6]=1[O:7][CH3:8].[C:25]([C:27]1[CH:32]=[CH:31][C:30](B(O)O)=[C:29]([CH3:36])[CH:28]=1)#[N:26].C(=O)([O-])[O-].[Na+].[Na+]. The catalyst is O1CCOCC1.O.C1C=CC(P(C2C=CC=CC=2)[C-]2C=CC=C2)=CC=1.C1C=CC(P(C2C=CC=CC=2)[C-]2C=CC=C2)=CC=1.Cl[Pd]Cl.[Fe+2].C(Cl)Cl. The product is [C:25]([C:27]1[CH:32]=[CH:31][C:30]([C:2]2[CH:3]=[N:4][N:5]([C:9]3[CH:24]=[CH:23][C:12]([C:13]([NH:15][CH2:16][CH:17]4[CH2:22][CH2:21][O:20][CH2:19][CH2:18]4)=[O:14])=[CH:11][N:10]=3)[C:6]=2[O:7][CH3:8])=[C:29]([CH3:36])[CH:28]=1)#[N:26]. The yield is 1.00.